This data is from Reaction yield outcomes from USPTO patents with 853,638 reactions. The task is: Predict the reaction yield, written as a fraction of the theoretical maximum amount of product (1.0 means a 100% yield; for example, 0.34 means a 34% yield). (1) The reactants are F[C:2]1[CH:7]=[CH:6][C:5]([Br:8])=[CH:4][N:3]=1.[CH3:9][N:10]1[CH2:15][CH2:14][NH:13][CH2:12][CH2:11]1. The catalyst is C1COCC1.CCOC(C)=O. The product is [Br:8][C:5]1[CH:6]=[CH:7][C:2]([N:13]2[CH2:14][CH2:15][N:10]([CH3:9])[CH2:11][CH2:12]2)=[N:3][CH:4]=1. The yield is 0.640. (2) The reactants are [OH:1][C:2]1[CH:7]=[CH:6][CH:5]=[CH:4][C:3]=1[C:8]1[O:12][N:11]=[C:10]([C:13]([O:15]C)=[O:14])[CH:9]=1.[Li+].[OH-]. No catalyst specified. The product is [OH:1][C:2]1[CH:7]=[CH:6][CH:5]=[CH:4][C:3]=1[C:8]1[O:12][N:11]=[C:10]([C:13]([OH:15])=[O:14])[CH:9]=1. The yield is 0.650. (3) The reactants are C([O:3][C:4](=[O:19])[C:5]1[CH:10]=[CH:9][CH:8]=[N:7][C:6]=1[O:11][C:12]1[CH:17]=[CH:16][C:15]([F:18])=[CH:14][CH:13]=1)C.[OH-].[Na+].Cl. The yield is 0.890. The catalyst is CCO. The product is [F:18][C:15]1[CH:14]=[CH:13][C:12]([O:11][C:6]2[N:7]=[CH:8][CH:9]=[CH:10][C:5]=2[C:4]([OH:19])=[O:3])=[CH:17][CH:16]=1. (4) The reactants are [I:1][C:2]1[CH:7]=[CH:6][C:5]([C:8]2[NH:13][C:12](=[S:14])[N:11]3[N:15]=[CH:16][CH:17]=[C:10]3[CH:9]=2)=[CH:4][CH:3]=1.Cl.[CH3:19]O. The catalyst is [OH-].[Na+].CI. The product is [I:1][C:2]1[CH:3]=[CH:4][C:5]([C:8]2[N:13]=[C:12]([S:14][CH3:19])[N:11]3[N:15]=[CH:16][CH:17]=[C:10]3[CH:9]=2)=[CH:6][CH:7]=1. The yield is 0.620. (5) The reactants are [Cl:1][C:2]1[CH:8]=[CH:7][C:5]([OH:6])=[CH:4][C:3]=1[OH:9].[Br:10][C:11]1[CH:16]=[CH:15][CH:14]=[CH:13][C:12]=1[CH2:17][C:18]([OH:20])=O.P(Cl)(Cl)(Cl)(Cl)Cl.[CH3:27]N(C=O)C. No catalyst specified. The product is [Br:10][C:11]1[CH:16]=[CH:15][CH:14]=[CH:13][C:12]=1[C:17]1[C:18](=[O:20])[C:7]2[C:5](=[CH:4][C:3]([OH:9])=[C:2]([Cl:1])[CH:8]=2)[O:6][CH:27]=1. The yield is 0.391.